This data is from Full USPTO retrosynthesis dataset with 1.9M reactions from patents (1976-2016). The task is: Predict the reactants needed to synthesize the given product. (1) The reactants are: [I:1][C:2]1[CH:7]=[CH:6][C:5]([C@@H:8]2[CH2:10][C@H:9]2[NH:11][CH2:12][CH:13]2[CH2:18][CH2:17][N:16]([C:19]([O:21][C:22]([CH3:25])([CH3:24])[CH3:23])=[O:20])[CH2:15][CH2:14]2)=[CH:4][CH:3]=1.C(N(CC)CC)C.[F:33][C:34]([F:45])([F:44])[C:35](O[C:35](=[O:36])[C:34]([F:45])([F:44])[F:33])=[O:36]. Given the product [F:33][C:34]([F:45])([F:44])[C:35]([N:11]([CH2:12][CH:13]1[CH2:18][CH2:17][N:16]([C:19]([O:21][C:22]([CH3:25])([CH3:24])[CH3:23])=[O:20])[CH2:15][CH2:14]1)[C@@H:9]1[CH2:10][C@H:8]1[C:5]1[CH:4]=[CH:3][C:2]([I:1])=[CH:7][CH:6]=1)=[O:36], predict the reactants needed to synthesize it. (2) Given the product [F:37][CH:35]([F:36])[C:33]1[CH:32]=[CH:31][N:30]=[C:29]([NH:28][C:23]2[CH:22]=[C:21]([C:19]3[CH:18]=[N:17][N:16]([CH2:15][C:12]4[CH:11]=[CH:10][C:9](=[O:8])[NH:14][CH:13]=4)[CH:20]=3)[CH:26]=[C:25]([CH3:27])[CH:24]=2)[N:34]=1, predict the reactants needed to synthesize it. The reactants are: C([O:8][C:9]1[N:14]=[CH:13][C:12]([CH2:15][N:16]2[CH:20]=[C:19]([C:21]3[CH:22]=[C:23]([NH:28][C:29]4[N:34]=[C:33]([CH:35]([F:37])[F:36])[CH:32]=[CH:31][N:30]=4)[CH:24]=[C:25]([CH3:27])[CH:26]=3)[CH:18]=[N:17]2)=[CH:11][CH:10]=1)C1C=CC=CC=1. (3) The reactants are: [CH2:1]([N:3]1[CH2:8][CH2:7][C:6]([C:10]2[S:11][C:12](I)=[CH:13][N:14]=2)([OH:9])[CH2:5][CH2:4]1)[CH3:2].[C:16]([O:20][C:21]([NH:23][C:24]1[CH:29]=[CH:28][C:27](B(O)O)=[CH:26][C:25]=1[F:33])=[O:22])([CH3:19])([CH3:18])[CH3:17].[F-].[Cs+].C(COC)OC. Given the product [CH2:1]([N:3]1[CH2:8][CH2:7][C:6]([C:10]2[S:11][C:12]([C:27]3[CH:28]=[CH:29][C:24]([NH:23][C:21](=[O:22])[O:20][C:16]([CH3:17])([CH3:18])[CH3:19])=[C:25]([F:33])[CH:26]=3)=[CH:13][N:14]=2)([OH:9])[CH2:5][CH2:4]1)[CH3:2], predict the reactants needed to synthesize it. (4) Given the product [CH3:9][C:10]1[CH:11]=[C:12]([CH3:13])[N:7]=[C:6]2[C:5]=1[CH:4]=[CH:3][C:2]([NH2:8])=[N:1]2, predict the reactants needed to synthesize it. The reactants are: [N:1]1[C:6]([NH2:7])=[CH:5][CH:4]=[CH:3][C:2]=1[NH2:8].[CH3:9][C:10](=O)[CH2:11][C:12](=O)[CH3:13].OS(O)(=O)=O.[OH-].[NH4+]. (5) Given the product [Cl:35][C:36]1[CH:43]=[CH:42][C:39]([CH2:40][N:1]2[C:5]3[CH:6]=[CH:7][CH:8]=[CH:9][C:4]=3[N:3]=[C:2]2[C:10]([NH:12][CH2:13][C:14]2[CH:23]=[CH:22][C:17]([C:18]([O:20][CH3:21])=[O:19])=[CH:16][CH:15]=2)=[O:11])=[CH:38][CH:37]=1, predict the reactants needed to synthesize it. The reactants are: [NH:1]1[C:5]2[CH:6]=[CH:7][CH:8]=[CH:9][C:4]=2[N:3]=[C:2]1[C:10]([NH:12][CH2:13][C:14]1[CH:23]=[CH:22][C:17]([C:18]([O:20][CH3:21])=[O:19])=[CH:16][CH:15]=1)=[O:11].C(=O)([O-])[O-].[K+].[K+].CN(C=O)C.[Cl:35][C:36]1[CH:43]=[CH:42][C:39]([CH2:40]Br)=[CH:38][CH:37]=1.